This data is from Reaction yield outcomes from USPTO patents with 853,638 reactions. The task is: Predict the reaction yield, written as a fraction of the theoretical maximum amount of product (1.0 means a 100% yield; for example, 0.34 means a 34% yield). (1) The reactants are C([O-])C.[Na+].Cl.Cl.[NH:7]([C:9]1[CH:10]=[N:11][CH:12]=[CH:13][CH:14]=1)[NH2:8].[C:15](#[N:18])[CH:16]=[CH2:17].Cl. No catalyst specified. The product is [N:11]1[CH:12]=[CH:13][CH:14]=[C:9]([N:7]2[CH2:17][CH2:16][C:15]([NH2:18])=[N:8]2)[CH:10]=1. The yield is 0.740. (2) The reactants are [CH3:16][C:11]1([CH3:17])[C:12]([CH3:15])([CH3:14])[O:13][B:9]([B:9]2[O:13][C:12]([CH3:15])([CH3:14])[C:11]([CH3:17])([CH3:16])[O:10]2)[O:10]1.[C:19]([O-:22])(=O)[CH3:20].[K+].Br[C:25]1[CH:30]=[CH:29][CH:28]=[CH:27][C:26]=1S(N)(=O)=O. The catalyst is C1C=CC(P(C2C=CC=CC=2)[C-]2C=CC=C2)=CC=1.C1C=CC(P(C2C=CC=CC=2)[C-]2C=CC=C2)=CC=1.Cl[Pd]Cl.[Fe+2].O. The product is [CH3:28][C:27]1[C:26]([B:9]2[O:10][C:11]([CH3:16])([CH3:17])[C:12]([CH3:14])([CH3:15])[O:13]2)=[CH:25][CH:30]=[CH:29][C:20]=1[CH:19]=[O:22]. The yield is 0.650.